Dataset: Forward reaction prediction with 1.9M reactions from USPTO patents (1976-2016). Task: Predict the product of the given reaction. The product is: [CH2:20]([N:22]1[CH2:27][CH2:26][N:25]([CH2:28][C:29]2[CH:34]=[CH:33][C:32]([NH:35][C:17](=[O:19])[CH2:16][C:13]3[CH:12]=[CH:11][C:10]([N:3]4[C:4]5=[N:5][CH:6]=[CH:7][CH:8]=[C:9]5[N:1]=[CH:2]4)=[CH:15][CH:14]=3)=[CH:31][C:30]=2[C:36]([F:39])([F:37])[F:38])[CH2:24][CH2:23]1)[CH3:21]. Given the reactants [N:1]1[C:9]2[C:4](=[N:5][CH:6]=[CH:7][CH:8]=2)[N:3]([C:10]2[CH:15]=[CH:14][C:13]([CH2:16][C:17]([OH:19])=O)=[CH:12][CH:11]=2)[CH:2]=1.[CH2:20]([N:22]1[CH2:27][CH2:26][N:25]([CH2:28][C:29]2[CH:34]=[CH:33][C:32]([NH2:35])=[CH:31][C:30]=2[C:36]([F:39])([F:38])[F:37])[CH2:24][CH2:23]1)[CH3:21], predict the reaction product.